Dataset: Full USPTO retrosynthesis dataset with 1.9M reactions from patents (1976-2016). Task: Predict the reactants needed to synthesize the given product. (1) Given the product [Cl:1][C:2]1[CH:18]=[CH:17][C:5]2[CH2:6][CH2:7][N:8]([C:11](=[O:16])[C:12]([F:13])([F:14])[F:15])[CH2:9][CH2:10][C:4]=2[C:3]=1[NH:19][CH2:20][C:21]1[CH:26]=[CH:25][C:24]([C:27]([CH2:28][S:29][CH2:30][C:31]([F:34])([F:32])[F:33])=[O:35])=[CH:23][CH:22]=1, predict the reactants needed to synthesize it. The reactants are: [Cl:1][C:2]1[CH:18]=[CH:17][C:5]2[CH2:6][CH2:7][N:8]([C:11](=[O:16])[C:12]([F:15])([F:14])[F:13])[CH2:9][CH2:10][C:4]=2[C:3]=1[NH:19][CH2:20][C:21]1[CH:26]=[CH:25][C:24]([C:27]2(OCC[O:35]2)[CH2:28][S:29][CH2:30][C:31]([F:34])([F:33])[F:32])=[CH:23][CH:22]=1.Cl. (2) Given the product [S:9]1[CH:10]=[CH:11][C:12]2[CH:5]([CH2:4][NH2:1])[CH2:6][CH2:7][C:8]1=2, predict the reactants needed to synthesize it. The reactants are: [N+:1]([CH2:4][CH:5]1[C:12]2[CH:11]=[CH:10][S:9][C:8]=2[C:7](=O)[CH2:6]1)([O-])=O.[H-].[H-].[H-].[H-].[Li+].[Al+3]. (3) Given the product [Br:12][C:11]1[CH:10]=[CH:9][CH:8]=[C:3]2[C:2]=1[N:1]=[CH:7][N:6]([CH3:13])[C:4]2=[O:5], predict the reactants needed to synthesize it. The reactants are: [NH2:1][C:2]1[C:11]([Br:12])=[CH:10][CH:9]=[CH:8][C:3]=1[C:4]([NH:6][CH3:7])=[O:5].[CH:13](OC)(OC)OC.Cl.O1CCOCC1.C(=O)(O)[O-].[Na+]. (4) Given the product [ClH:1].[Cl:1][C:2]1[CH:41]=[CH:40][CH:39]=[CH:38][C:3]=1[C:4]([O:6][CH2:7][C:8]1[N:9]=[N:10][N:11]([CH:13]2[CH2:18][CH2:17][NH:16][CH2:15][CH:14]2[O:26][CH2:27][C:28]2[CH:37]=[CH:36][C:35]3[C:30](=[CH:31][CH:32]=[CH:33][CH:34]=3)[CH:29]=2)[CH:12]=1)=[O:5], predict the reactants needed to synthesize it. The reactants are: [Cl:1][C:2]1[CH:41]=[CH:40][CH:39]=[CH:38][C:3]=1[C:4]([O:6][CH2:7][C:8]1[N:9]=[N:10][N:11]([CH:13]2[CH2:18][CH2:17][N:16](C(OC(C)(C)C)=O)[CH2:15][CH:14]2[O:26][CH2:27][C:28]2[CH:37]=[CH:36][C:35]3[C:30](=[CH:31][CH:32]=[CH:33][CH:34]=3)[CH:29]=2)[CH:12]=1)=[O:5].Cl. (5) Given the product [CH2:64]([O:68][C:69]([N:71]1[CH2:72][CH2:73][N:74]([C:77](=[O:82])[C@@H:78]([NH:81][C:27]([C:18]2[CH:17]=[C:16]([O:15][CH2:14][C:13]([N:9]3[CH2:10][CH2:11][CH2:12][C@H:8]3[C:6](=[O:7])[NH:5][CH:1]3[CH2:2][CH2:3][CH2:4]3)=[O:30])[C:25]3[C:20](=[CH:21][C:22]([CH3:26])=[CH:23][CH:24]=3)[N:19]=2)=[O:28])[CH2:79][F:80])[CH2:75][CH2:76]1)=[O:70])[CH2:65][CH2:66][CH3:67], predict the reactants needed to synthesize it. The reactants are: [CH:1]1([NH:5][C:6]([C@@H:8]2[CH2:12][CH2:11][CH2:10][N:9]2[C:13](=[O:30])[CH2:14][O:15][C:16]2[C:25]3[C:20](=[CH:21][C:22]([CH3:26])=[CH:23][CH:24]=3)[N:19]=[C:18]([C:27](O)=[O:28])[CH:17]=2)=[O:7])[CH2:4][CH2:3][CH2:2]1.CCN(C(C)C)C(C)C.CN(C(ON1N=NC2C=CC=NC1=2)=[N+](C)C)C.F[P-](F)(F)(F)(F)F.[CH2:64]([O:68][C:69]([N:71]1[CH2:76][CH2:75][N:74]([C:77](=[O:82])[C@@H:78]([NH2:81])[CH2:79][F:80])[CH2:73][CH2:72]1)=[O:70])[CH2:65][CH2:66][CH3:67].C([O-])(O)=O.[Na+]. (6) Given the product [NH:18]1[C:26]2[C:21](=[CH:22][C:23]([NH:27][C:2]3[C:3]4[N:10]=[C:9]([CH2:11][CH2:12][C:13]([O:15][CH2:16][CH3:17])=[O:14])[S:8][C:4]=4[N:5]=[CH:6][N:7]=3)=[CH:24][CH:25]=2)[CH:20]=[N:19]1, predict the reactants needed to synthesize it. The reactants are: Cl[C:2]1[C:3]2[N:10]=[C:9]([CH2:11][CH2:12][C:13]([O:15][CH2:16][CH3:17])=[O:14])[S:8][C:4]=2[N:5]=[CH:6][N:7]=1.[NH:18]1[C:26]2[C:21](=[CH:22][C:23]([NH2:27])=[CH:24][CH:25]=2)[CH:20]=[N:19]1. (7) The reactants are: Br[C:2]1[C:11]2[C:6](=[CH:7][CH:8]=[CH:9][CH:10]=2)[C:5](=[O:12])[O:4][C:3]=1[CH:13]([OH:15])[CH3:14].[CH3:16][O:17][C:18]1[N:23]=[CH:22][C:21](B(O)O)=[CH:20][CH:19]=1.C([O-])([O-])=O.[Cs+].[Cs+]. Given the product [OH:15][CH:13]([C:3]1[O:4][C:5](=[O:12])[C:6]2[C:11]([C:2]=1[C:21]1[CH:22]=[N:23][C:18]([O:17][CH3:16])=[CH:19][CH:20]=1)=[CH:10][CH:9]=[CH:8][CH:7]=2)[CH3:14], predict the reactants needed to synthesize it. (8) Given the product [Br-:1].[CH:2]1([C:8]([OH:34])([C:28]2[CH:29]=[CH:30][CH:31]=[CH:32][CH:33]=2)[C:9]([O:11][CH:42]2[CH2:37][CH2:38][N+:39]([CH2:44][C:45](=[O:52])[NH:46][C:47]3[CH:51]=[CH:50][O:49][N:48]=3)([CH3:43])[CH2:40][CH2:41]2)=[O:10])[CH2:3][CH2:4][CH2:5][CH2:6][CH2:7]1, predict the reactants needed to synthesize it. The reactants are: [Br-:1].[CH:2]1([C:8]([OH:34])([C:28]2[CH:33]=[CH:32][CH:31]=[CH:30][CH:29]=2)[C:9]([O:11]CC2CCC[N+]2(C(C2C=CON=2)C(=O)N)C)=[O:10])[CH2:7][CH2:6][CH2:5][CH2:4][CH2:3]1.[Br-].O[CH2:37][C@H:38]1[CH2:42][CH2:41][CH2:40][N+:39]1([CH2:44][C:45](=[O:52])[NH:46][C:47]1[CH:51]=[CH:50][O:49][N:48]=1)[CH3:43].[Br-].OC1CC[N+](CC(=O)NC2C=CON=2)(C)CC1.